From a dataset of Forward reaction prediction with 1.9M reactions from USPTO patents (1976-2016). Predict the product of the given reaction. Given the reactants [Cl:1][C:2]1[CH:3]=[CH:4][C:5]([C:25]#[N:26])=[C:6]([C:8]2[C:13]([F:14])=[CH:12][N:11]([CH:15]([CH3:23])[C:16]([O:18]C(C)(C)C)=[O:17])[C:10](=[O:24])[CH:9]=2)[CH:7]=1.C(O)(C(F)(F)F)=O, predict the reaction product. The product is: [Cl:1][C:2]1[CH:3]=[CH:4][C:5]([C:25]#[N:26])=[C:6]([C:8]2[C:13]([F:14])=[CH:12][N:11]([CH:15]([CH3:23])[C:16]([OH:18])=[O:17])[C:10](=[O:24])[CH:9]=2)[CH:7]=1.